This data is from Reaction yield outcomes from USPTO patents with 853,638 reactions. The task is: Predict the reaction yield, written as a fraction of the theoretical maximum amount of product (1.0 means a 100% yield; for example, 0.34 means a 34% yield). The reactants are Br[C:2]1[N:6]2[N:7]=[C:8]([Cl:11])[CH:9]=[CH:10][C:5]2=[N:4][CH:3]=1.[CH3:12][N:13]1[C:21]2[C:16](=[CH:17][C:18]([CH:22]=[O:23])=[CH:19][CH:20]=2)[CH:15]=[N:14]1. The catalyst is C1COCC1. The product is [Cl:11][C:8]1[CH:9]=[CH:10][C:5]2[N:6]([C:2]([CH:22]([C:18]3[CH:17]=[C:16]4[C:21](=[CH:20][CH:19]=3)[N:13]([CH3:12])[N:14]=[CH:15]4)[OH:23])=[CH:3][N:4]=2)[N:7]=1. The yield is 0.700.